Dataset: Full USPTO retrosynthesis dataset with 1.9M reactions from patents (1976-2016). Task: Predict the reactants needed to synthesize the given product. (1) The reactants are: [OH-].[K+].[Br:3][C:4]1[CH:9]=[CH:8][C:7]([CH2:10][C:11]([CH2:13][C:14]2[CH:19]=[CH:18][C:17]([Br:20])=[CH:16][CH:15]=2)=[O:12])=[CH:6][CH:5]=1.[Br:21][C:22]1[CH:27]=[CH:26][C:25]([C:28]([C:30]([C:32]2[CH:37]=[CH:36][C:35]([Br:38])=[CH:34][CH:33]=2)=O)=O)=[CH:24][CH:23]=1.O. Given the product [Br:3][C:4]1[CH:9]=[CH:8][C:7]([C:10]2[C:11](=[O:12])[C:13]([C:14]3[CH:15]=[CH:16][C:17]([Br:20])=[CH:18][CH:19]=3)=[C:28]([C:25]3[CH:26]=[CH:27][C:22]([Br:21])=[CH:23][CH:24]=3)[C:30]=2[C:32]2[CH:33]=[CH:34][C:35]([Br:38])=[CH:36][CH:37]=2)=[CH:6][CH:5]=1, predict the reactants needed to synthesize it. (2) Given the product [F:1][C:2]1[CH:28]=[C:27]([F:29])[CH:26]=[CH:25][C:3]=1[O:4][C:5]1[CH:10]=[CH:9][C:8]([S:11]([CH2:14][CH3:15])(=[O:12])=[O:13])=[CH:7][C:6]=1[C:38]1[C:43]2[N:44]=[CH:45][N:46]=[CH:47][C:42]=2[C:41](=[O:54])[N:40]([CH3:55])[CH:39]=1, predict the reactants needed to synthesize it. The reactants are: [F:1][C:2]1[CH:28]=[C:27]([F:29])[CH:26]=[CH:25][C:3]=1[O:4][C:5]1[CH:10]=[CH:9][C:8]([S:11]([CH2:14][CH3:15])(=[O:13])=[O:12])=[CH:7][C:6]=1B1OC(C)(C)C(C)(C)O1.C(C1C=C([C:38]2[C:43]3[N:44]=[C:45](C4C=NN(C)C=4)[N:46]=[CH:47][C:42]=3[C:41](=[O:54])[N:40]([CH3:55])[CH:39]=2)C(OCCC)C(=S(=O)=O)C=1)C.BrC1C2N=CN=CC=2C(=O)N(C)C=1.BrC1C2N=C(C3C=NN(C)C=3)N=CC=2C(=O)N(C)C=1. (3) Given the product [F:10][C:11]([F:22])([F:21])[C:12]1[CH:17]=[CH:16][C:15]([C:2]2[CH:9]=[CH:8][C:5]([CH:6]=[O:7])=[CH:4][CH:3]=2)=[CH:14][CH:13]=1, predict the reactants needed to synthesize it. The reactants are: Br[C:2]1[CH:9]=[CH:8][C:5]([CH:6]=[O:7])=[CH:4][CH:3]=1.[F:10][C:11]([F:22])([F:21])[C:12]1[CH:17]=[CH:16][C:15](B(O)O)=[CH:14][CH:13]=1.C(=O)([O-])[O-].[Na+].[Na+].O. (4) Given the product [Cl:16][C:17]1[CH:22]=[CH:21][C:20]([S:23][C:2]2[N:6]([CH3:7])[CH:5]=[N:4][C:3]=2[C:8]2[CH:15]=[CH:14][C:11]([C:12]#[N:13])=[CH:10][CH:9]=2)=[CH:19][CH:18]=1, predict the reactants needed to synthesize it. The reactants are: Cl[C:2]1[N:6]([CH3:7])[CH:5]=[N:4][C:3]=1[C:8]1[CH:15]=[CH:14][C:11]([C:12]#[N:13])=[CH:10][CH:9]=1.[Cl:16][C:17]1[CH:22]=[CH:21][C:20]([SH:23])=[CH:19][CH:18]=1.C(N(CC)CC)C. (5) Given the product [CH3:19][O:18][C:15]1[N:16]=[N:17][C:12]([CH2:11][OH:10])=[CH:13][C:14]=1[O:20][CH3:21], predict the reactants needed to synthesize it. The reactants are: C(=O)([O-])[O-].[K+].[K+].C([O:10][CH2:11][C:12]1[N:17]=[N:16][C:15]([O:18][CH3:19])=[C:14]([O:20][CH3:21])[CH:13]=1)(=O)C.